Dataset: Full USPTO retrosynthesis dataset with 1.9M reactions from patents (1976-2016). Task: Predict the reactants needed to synthesize the given product. (1) The reactants are: CC(OI1(OC(C)=O)(OC(C)=O)OC(=O)C2C=CC=CC1=2)=O.[Br:23][C:24]1[CH:33]=[CH:32][C:27]([C:28]([O:30][CH3:31])=[O:29])=[CH:26][C:25]=1[O:34][CH2:35][CH2:36][CH2:37][OH:38].C(O)(C)(C)C. Given the product [Br:23][C:24]1[CH:33]=[CH:32][C:27]([C:28]([O:30][CH3:31])=[O:29])=[CH:26][C:25]=1[O:34][CH2:35][CH2:36][CH:37]=[O:38], predict the reactants needed to synthesize it. (2) Given the product [Br:1][C:2]1[C:3]2[N:10]([C:11]3[CH:16]=[CH:15][CH:14]=[CH:13][CH:12]=3)[C:26]([C@@H:25]([NH2:24])[CH3:29])=[N:9][C:4]=2[CH:5]=[CH:6][C:7]=1[F:8], predict the reactants needed to synthesize it. The reactants are: [Br:1][C:2]1[C:7]([F:8])=[CH:6][CH:5]=[C:4]([NH2:9])[C:3]=1[NH:10][C:11]1[CH:16]=[CH:15][CH:14]=[CH:13][CH:12]=1.C(OC([NH:24][C@@H:25]([CH3:29])[C:26](O)=O)=O)(C)(C)C.C1C=NC2N(O)N=NC=2C=1.CN1CCOCC1.Cl.CN(C)CCCN=C=NCC. (3) Given the product [CH2:1]([O:3][C:4]([C:6]1[C:7]2[C:15]3=[N:25][NH:18][CH:17]=[C:14]3[CH2:13][CH2:12][CH2:11][C:8]=2[NH:9][CH:10]=1)=[O:5])[CH3:2], predict the reactants needed to synthesize it. The reactants are: [CH2:1]([O:3][C:4]([C:6]1[C:7]2[C:15](=O)[C:14](=[CH:17][N:18](C)C)[CH2:13][CH2:12][CH2:11][C:8]=2[NH:9][CH:10]=1)=[O:5])[CH3:2].C(O)(=O)C.[NH2:25]N. (4) Given the product [O:17]1[C:2]2[C:3](=[CH:4][CH:5]=[C:6]3[CH:7]=[CH:8][CH:9]=[CH:10][C:11]3=2)[CH2:12][CH2:13][C@@H:14]1[CH2:15][OH:16], predict the reactants needed to synthesize it. The reactants are: O[C:2]1[C:11]2[C:6](=[CH:7][CH:8]=[CH:9][CH:10]=2)[CH:5]=[CH:4][C:3]=1[CH2:12][CH2:13][C@H:14]([OH:17])[CH2:15][OH:16].[OH-].[Na+]. (5) Given the product [CH:11](/[C:9]1[CH:8]=[CH:7][C:6]2[C:2]([OH:1])=[CH:3][O:4][C:5]=2[CH:10]=1)=[CH:18]\[CH:13]=[CH:14]\[CH3:15], predict the reactants needed to synthesize it. The reactants are: [OH:1][C:2]1[C:6]2[CH:7]=[CH:8][C:9]([CH:11]=O)=[CH:10][C:5]=2[O:4][CH:3]=1.[C:13]1(P([C:13]2[CH:18]=CC=[CH:15][CH:14]=2)[C:13]2[CH:18]=CC=[CH:15][CH:14]=2)[CH:18]=CC=[CH:15][CH:14]=1.C([Li])CCC.